Dataset: Forward reaction prediction with 1.9M reactions from USPTO patents (1976-2016). Task: Predict the product of the given reaction. Given the reactants [OH-].[K+].[CH3:3][CH2:4][CH2:5][CH2:6][C:7]1[N:11]([CH2:12][C:13]2[CH:14]=[CH:15][C:16]([C:19]3[CH:20]=[CH:21][CH:22]=[CH:23][C:24]=3[C:25]3[N:29]=[N:28][N-:27][N:26]=3)=[CH:17][CH:18]=2)[C:10]([CH2:30][OH:31])=[C:9]([Cl:32])[N:8]=1.[K+].I([O-])(=O)(=O)=[O:35].[Na+], predict the reaction product. The product is: [CH2:6]([C:7]1[N:11]([CH2:12][C:13]2[CH:14]=[CH:15][C:16]([C:19]3[CH:20]=[CH:21][CH:22]=[CH:23][C:24]=3[C:25]3[NH:29][N:28]=[N:27][N:26]=3)=[CH:17][CH:18]=2)[C:10]([C:30]([OH:35])=[O:31])=[C:9]([Cl:32])[N:8]=1)[CH2:5][CH2:4][CH3:3].